Dataset: Catalyst prediction with 721,799 reactions and 888 catalyst types from USPTO. Task: Predict which catalyst facilitates the given reaction. (1) Reactant: FC(F)(F)S(O[CH2:7][C:8]([F:11])([CH3:10])[CH3:9])(=O)=O.FC[C@@H](C)C[N:18]1[C:30]([CH3:32])([CH3:31])[CH2:29][C:28]2[C:27]3[C:22](=[CH:23][CH:24]=[CH:25][CH:26]=3)[NH:21][C:20]=2[CH:19]1[C:33]1[CH:38]=[CH:37][C:36](/[CH:39]=[CH:40]/[C:41]([OH:43])=[O:42])=[CH:35][CH:34]=1.[CH:45](N(CC)C(C)C)(C)C. Product: [F:11][C:8]([CH3:10])([CH3:9])[CH2:7][N:18]1[C:30]([CH3:32])([CH3:31])[CH2:29][C:28]2[C:27]3[C:22](=[CH:23][CH:24]=[CH:25][CH:26]=3)[NH:21][C:20]=2[CH:19]1[C:33]1[CH:38]=[CH:37][C:36](/[CH:39]=[CH:40]/[C:41]([O:43][CH3:45])=[O:42])=[CH:35][CH:34]=1. The catalyst class is: 12. (2) Reactant: [CH3:1][O:2][C:3](=[O:15])[C:4]1[C:5](=[C:10]([OH:14])[CH:11]=[CH:12][CH:13]=1)[C:6]([O:8][CH3:9])=[O:7].C(=O)([O-])[O-].[K+].[K+].Br[CH2:23][C:24]1[CH:29]=[CH:28][C:27]([S:30]([CH3:33])(=[O:32])=[O:31])=[CH:26][CH:25]=1. Product: [CH3:1][O:2][C:3](=[O:15])[C:4]1[C:5](=[C:10]([O:14][CH2:23][C:24]2[CH:25]=[CH:26][C:27]([S:30]([CH3:33])(=[O:32])=[O:31])=[CH:28][CH:29]=2)[CH:11]=[CH:12][CH:13]=1)[C:6]([O:8][CH3:9])=[O:7]. The catalyst class is: 21. (3) Reactant: [N:1]1([C:5]2[N:14]=[C:13]3[C:8]([C:9](=[O:24])[C:10]([C:19]([O:21]CC)=[O:20])=[CH:11][N:12]3CCC#N)=[CH:7][C:6]=2[C:25]#[N:26])[CH2:4][CH2:3][CH2:2]1.[Li+].[OH-].C(O)(=O)CC(CC(O)=O)(C(O)=O)O. Product: [N:1]1([C:5]2[N:14]=[C:13]3[C:8]([C:9](=[O:24])[C:10]([C:19]([OH:21])=[O:20])=[CH:11][NH:12]3)=[CH:7][C:6]=2[C:25]#[N:26])[CH2:4][CH2:3][CH2:2]1. The catalyst class is: 5. (4) Reactant: Cl.[F:2][C@H:3]1[CH2:7][CH2:6][NH:5][CH2:4]1.C(N(CC)CC)C.[I:15][C:16]1[CH:21]=[CH:20][C:19]([S:22](Cl)(=[O:24])=[O:23])=[CH:18][CH:17]=1.O. Product: [F:2][C@H:3]1[CH2:7][CH2:6][N:5]([S:22]([C:19]2[CH:20]=[CH:21][C:16]([I:15])=[CH:17][CH:18]=2)(=[O:24])=[O:23])[CH2:4]1. The catalyst class is: 4. (5) Reactant: [CH2:1]=[CH:2][C:3]1[CH:8]=[CH:7][CH:6]=[CH:5][CH:4]=1.[CH2:9]([Li])[CH2:10][CH2:11][CH3:12].C=CC=C.Cl[Si](Cl)(Cl)Cl. Product: [CH2:1]=[CH:2][C:3]1[CH:8]=[CH:7][CH:6]=[CH:5][CH:4]=1.[CH2:9]=[CH:10][CH:11]=[CH2:12].[CH2:1]=[CH:2][C:3]1[CH:8]=[CH:7][CH:6]=[CH:5][CH:4]=1. The catalyst class is: 244. (6) Reactant: [Cl:1][C:2]1[CH:8]=[CH:7][C:5]([NH2:6])=[CH:4][C:3]=1[B:9]1[O:13][C:12]([CH3:15])([CH3:14])[C:11]([CH3:17])([CH3:16])[O:10]1.[Cl:18][C:19]1[CH:27]=[C:26]([S:28]([CH3:31])(=[O:30])=[O:29])[CH:25]=[CH:24][C:20]=1[C:21](O)=[O:22].C(N(CC)C(C)C)(C)C.F[B-](F)(F)F.N1(OC(N(C)C)=[N+](C)C)C2C=CC=CC=2N=N1. Product: [Cl:18][C:19]1[CH:27]=[C:26]([S:28]([CH3:31])(=[O:30])=[O:29])[CH:25]=[CH:24][C:20]=1[C:21]([NH:6][C:5]1[CH:7]=[CH:8][C:2]([Cl:1])=[C:3]([B:9]2[O:13][C:12]([CH3:15])([CH3:14])[C:11]([CH3:17])([CH3:16])[O:10]2)[CH:4]=1)=[O:22]. The catalyst class is: 4.